This data is from Full USPTO retrosynthesis dataset with 1.9M reactions from patents (1976-2016). The task is: Predict the reactants needed to synthesize the given product. (1) Given the product [CH3:1][O:2][C:3]1[C:4](=[O:20])[C:5]([C:9]2[N:13]([C:14]3[CH:19]=[CH:18][CH:17]=[CH:16][CH:15]=3)[N:12]=[CH:11][CH:10]=2)=[N:6][N:7]([S:27]([C:21]2[CH:26]=[CH:25][CH:24]=[CH:23][CH:22]=2)(=[O:29])=[O:28])[CH:8]=1, predict the reactants needed to synthesize it. The reactants are: [CH3:1][O:2][C:3]1[C:4]([OH:20])=[C:5]([C:9]2[N:13]([C:14]3[CH:19]=[CH:18][CH:17]=[CH:16][CH:15]=3)[N:12]=[CH:11][CH:10]=2)[N:6]=[N:7][CH:8]=1.[C:21]1([S:27](Cl)(=[O:29])=[O:28])[CH:26]=[CH:25][CH:24]=[CH:23][CH:22]=1. (2) Given the product [CH3:17][O:18][C:19]1[CH:27]=[CH:26][C:22]([C:23]([N:2]([CH3:1])[CH2:3][C:4]2[CH:9]=[CH:8][N:7]=[CH:6][CH:5]=2)=[O:24])=[CH:21][CH:20]=1, predict the reactants needed to synthesize it. The reactants are: [CH3:1][NH:2][CH2:3][C:4]1[CH:9]=[CH:8][N:7]=[CH:6][CH:5]=1.C(N(CC)CC)C.[CH3:17][O:18][C:19]1[CH:27]=[CH:26][C:22]([C:23](Cl)=[O:24])=[CH:21][CH:20]=1.